Dataset: Reaction yield outcomes from USPTO patents with 853,638 reactions. Task: Predict the reaction yield, written as a fraction of the theoretical maximum amount of product (1.0 means a 100% yield; for example, 0.34 means a 34% yield). (1) The reactants are C([O:3][C:4]([C:6]1[C:7]([C:12]2[CH:17]=[CH:16][CH:15]=[CH:14][C:13]=2[F:18])=[N:8][O:9][C:10]=1[CH3:11])=O)C.[H-].[Al+3].[Li+].[H-].[H-].[H-].O.[OH-].[Na+]. The catalyst is C1COCC1. The product is [F:18][C:13]1[CH:14]=[CH:15][CH:16]=[CH:17][C:12]=1[C:7]1[C:6]([CH2:4][OH:3])=[C:10]([CH3:11])[O:9][N:8]=1. The yield is 0.570. (2) The reactants are C(NC(C)C)(C)C.[Li]CCCC.[C:13]([O:18][CH2:19][C:20]1[CH:25]=[CH:24][C:23]([O:26][CH3:27])=[CH:22][CH:21]=1)(=[O:17])[CH:14]([CH3:16])[CH3:15].Br[CH2:29][C:30]#[N:31]. The catalyst is C1COCC1. The product is [C:30]([CH2:29][C:14]([CH3:16])([CH3:15])[C:13]([O:18][CH2:19][C:20]1[CH:21]=[CH:22][C:23]([O:26][CH3:27])=[CH:24][CH:25]=1)=[O:17])#[N:31]. The yield is 0.500. (3) The reactants are [NH2:1][C:2]([NH2:4])=[O:3].N[C:6]1[CH:7]=[C:8]([CH3:13])[CH:9]=[CH:10][C:11]=1N. The catalyst is C(O)CCCC. The product is [CH3:13][C:8]1[CH:7]=[CH:6][C:11]2=[N:1][C:2](=[O:3])[N:4]=[C:10]2[CH:9]=1. The yield is 0.560. (4) The reactants are Cl.Cl.[NH2:3][CH2:4][CH2:5][S:6][S:7][CH2:8][CH2:9][NH2:10].C(N(CC)CC)C.[CH3:18][C:19]([O:22][C:23](O[C:23]([O:22][C:19]([CH3:21])([CH3:20])[CH3:18])=[O:24])=[O:24])([CH3:21])[CH3:20]. The catalyst is CO. The product is [NH2:3][CH2:4][CH2:5][S:6][S:7][CH2:8][CH2:9][NH:10][C:23](=[O:24])[O:22][C:19]([CH3:21])([CH3:20])[CH3:18]. The yield is 0.440. (5) The reactants are [CH2:1]([O:3][C:4]1[C:8]([CH2:9][CH2:10][CH2:11][O:12][C:13]2[CH:18]=[CH:17][C:16]([CH2:19][CH2:20][C:21]([O:23]CC)=[O:22])=[C:15]([OH:26])[CH:14]=2)=[CH:7][N:6]([C:27]2[CH:32]=[CH:31][C:30]([C:33]([F:36])([F:35])[F:34])=[CH:29][N:28]=2)[N:5]=1)[CH3:2].[CH2:37](O)[CH2:38][CH3:39].C(P(CCCC)CCCC)CCC.N(C(N1CCCCC1)=O)=NC(N1CCCCC1)=O. The catalyst is O1CCCC1. The product is [CH2:1]([O:3][C:4]1[C:8]([CH2:9][CH2:10][CH2:11][O:12][C:13]2[CH:18]=[CH:17][C:16]([CH2:19][CH2:20][C:21]([OH:23])=[O:22])=[C:15]([O:26][CH2:37][CH2:38][CH3:39])[CH:14]=2)=[CH:7][N:6]([C:27]2[CH:32]=[CH:31][C:30]([C:33]([F:36])([F:34])[F:35])=[CH:29][N:28]=2)[N:5]=1)[CH3:2]. The yield is 0.630.